From a dataset of Peptide-MHC class II binding affinity with 134,281 pairs from IEDB. Regression. Given a peptide amino acid sequence and an MHC pseudo amino acid sequence, predict their binding affinity value. This is MHC class II binding data. (1) The peptide sequence is SDFYALISERFINYA. The MHC is H-2-IAb with pseudo-sequence H-2-IAb. The binding affinity (normalized) is 0.279. (2) The peptide sequence is VPLEVKREACPGTSV. The MHC is DRB4_0103 with pseudo-sequence DRB4_0103. The binding affinity (normalized) is 0.326.